This data is from Forward reaction prediction with 1.9M reactions from USPTO patents (1976-2016). The task is: Predict the product of the given reaction. (1) Given the reactants Cl.[CH3:2][C:3]1[CH:11]=[CH:10][C:6]([C:7](=[NH:9])[NH2:8])=[CH:5][CH:4]=1.CCN(CC)CC.[Cl:19][C:20]([SH:23])(Cl)Cl.[OH-].[Na+], predict the reaction product. The product is: [Cl:19][C:20]1[S:23][N:8]=[C:7]([C:6]2[CH:10]=[CH:11][C:3]([CH3:2])=[CH:4][CH:5]=2)[N:9]=1. (2) Given the reactants O[C:2]1[C:11]2[N:10]=[C:9]([NH:12][C:13]3[CH:14]=[C:15]([S:19]([NH2:22])(=[O:21])=[O:20])[CH:16]=[CH:17][CH:18]=3)[N:8]=[CH:7][C:6]=2[CH2:5][CH2:4][CH:3]=1.BrBr.[C:25]([NH2:28])(=[S:27])[CH3:26], predict the reaction product. The product is: [CH3:26][C:25]1[S:27][C:3]2[CH2:4][CH2:5][C:6]3[C:11](=[N:10][C:9]([NH:12][C:13]4[CH:14]=[C:15]([S:19]([NH2:22])(=[O:21])=[O:20])[CH:16]=[CH:17][CH:18]=4)=[N:8][CH:7]=3)[C:2]=2[N:28]=1. (3) Given the reactants [CH:1]1[C:10]2[C:5](=[CH:6][CH:7]=[CH:8][CH:9]=2)[CH:4]=[CH:3][C:2]=1[N:11]1[CH2:15][CH2:14][NH:13][C:12]1=[O:16].Br[C:18]1[CH:19]=[N:20][CH:21]=[C:22]([Cl:24])[CH:23]=1.N[C@@H]1CCCC[C@H]1N.C(=O)([O-])[O-].[K+].[K+], predict the reaction product. The product is: [Cl:24][C:22]1[CH:23]=[C:18]([N:13]2[CH2:14][CH2:15][N:11]([C:2]3[CH:3]=[CH:4][C:5]4[C:10](=[CH:9][CH:8]=[CH:7][CH:6]=4)[CH:1]=3)[C:12]2=[O:16])[CH:19]=[N:20][CH:21]=1. (4) Given the reactants [CH2:1]([O:8][C:9]([NH:11]C(C(O)=O)CC(=O)N)=[O:10])[C:2]1[CH:7]=[CH:6][CH:5]=[CH:4][CH:3]=1.[C:20](OCC)(=O)C.[C:26](#[N:28])C.[C:29]([OH:32])(=[O:31])[CH3:30].[C:33]([OH:36])(=[O:35])C.I([C:39]1[CH:44]=[CH:43]C=CC=1)=O, predict the reaction product. The product is: [CH2:1]([O:8][C:9]([NH:11][CH:30]([CH2:26][NH:28][C:33]([O:36][C:44]([CH3:43])([CH3:39])[CH3:20])=[O:35])[C:29]([OH:32])=[O:31])=[O:10])[C:2]1[CH:3]=[CH:4][CH:5]=[CH:6][CH:7]=1. (5) Given the reactants [O:1]=[S:2]1(=[O:35])[CH2:7][CH2:6][N:5]([C:8]2[CH:13]=[CH:12][C:11]([C:14]3[O:18][C:17]([C:19]4[CH:24]=[CH:23][C:22]([F:25])=[CH:21][CH:20]=4)=[N:16][C:15]=3[C@@H:26]3[CH2:31][CH2:30][CH2:29][CH2:28][C@H:27]3[C:32]([OH:34])=O)=[CH:10][CH:9]=2)[CH2:4][CH2:3]1.Cl.[NH2:37][C:38]1([C:41]#[N:42])[CH2:40][CH2:39]1.CCN(C(C)C)C(C)C.CN(C(ON1N=NC2C=CC=NC1=2)=[N+](C)C)C.F[P-](F)(F)(F)(F)F, predict the reaction product. The product is: [C:41]([C:38]1([NH:37][C:32]([C@@H:27]2[CH2:28][CH2:29][CH2:30][CH2:31][C@H:26]2[C:15]2[N:16]=[C:17]([C:19]3[CH:24]=[CH:23][C:22]([F:25])=[CH:21][CH:20]=3)[O:18][C:14]=2[C:11]2[CH:10]=[CH:9][C:8]([N:5]3[CH2:4][CH2:3][S:2](=[O:35])(=[O:1])[CH2:7][CH2:6]3)=[CH:13][CH:12]=2)=[O:34])[CH2:40][CH2:39]1)#[N:42]. (6) The product is: [CH3:8][N:7]([CH3:9])[C:6]1[CH:5]=[C:4]([C:3](=[N:2][O:1][CH2:20][C:21]2[N:26]=[C:25]([N:27]3[C:28](=[O:37])[C:29]4[C:34](=[CH:33][CH:32]=[CH:31][CH:30]=4)[C:35]3=[O:36])[CH:24]=[CH:23][CH:22]=2)[C:13]2[N:17]([CH3:18])[N:16]=[N:15][N:14]=2)[CH:12]=[CH:11][CH:10]=1. Given the reactants [OH:1][N:2]=[C:3]([C:13]1[N:17]([CH3:18])[N:16]=[N:15][N:14]=1)[C:4]1[CH:5]=[C:6]([CH:10]=[CH:11][CH:12]=1)[N:7]([CH3:9])[CH3:8].Br[CH2:20][C:21]1[N:26]=[C:25]([N:27]2[C:35](=[O:36])[C:34]3[C:29](=[CH:30][CH:31]=[CH:32][CH:33]=3)[C:28]2=[O:37])[CH:24]=[CH:23][CH:22]=1.C(=O)([O-])[O-].[Cs+].[Cs+].[I-].[K+], predict the reaction product.